From a dataset of Reaction yield outcomes from USPTO patents with 853,638 reactions. Predict the reaction yield, written as a fraction of the theoretical maximum amount of product (1.0 means a 100% yield; for example, 0.34 means a 34% yield). (1) The reactants are [NH2:1][C:2]1[CH:7]=[CH:6][C:5]([OH:8])=[C:4]([Cl:9])[CH:3]=1.C(=O)([O-])[O-].[K+].[K+].[CH2:16](Cl)[C:17]1[CH:22]=[CH:21][CH:20]=[CH:19][CH:18]=1.[OH-].[K+]. The catalyst is CC(C)=O.[Br-].C([N+](CCCC)(CCCC)CCCC)CCC. The product is [CH2:16]([O:8][C:5]1[CH:6]=[CH:7][C:2]([NH2:1])=[CH:3][C:4]=1[Cl:9])[C:17]1[CH:22]=[CH:21][CH:20]=[CH:19][CH:18]=1. The yield is 0.800. (2) The reactants are I[C:2]1[CH:3]=[N:4][N:5]([CH2:7][CH2:8][O:9][CH:10]2[CH2:15][CH2:14][CH2:13][CH2:12][O:11]2)[CH:6]=1.[C:16]([C:20]1[CH:21]=[C:22]([NH2:25])[NH:23][N:24]=1)([CH3:19])([CH3:18])[CH3:17].C([O-])([O-])=O.[K+].[K+].CN[C@@H]1CCCC[C@H]1NC. The catalyst is [Cu]I.O.C1(C)C=CC=CC=1. The product is [C:16]([C:20]1[CH:21]=[C:22]([NH2:25])[N:23]([C:2]2[CH:3]=[N:4][N:5]([CH2:7][CH2:8][O:9][CH:10]3[CH2:15][CH2:14][CH2:13][CH2:12][O:11]3)[CH:6]=2)[N:24]=1)([CH3:19])([CH3:18])[CH3:17]. The yield is 0.810. (3) The reactants are [C:1]([O:6]C)(=[O:5])[C:2]([CH3:4])=O.[CH3:8]OC(OC)N(C)C.Cl.[C:17]([NH2:25])(=[NH:24])[C:18]1[CH:23]=[CH:22][CH:21]=[CH:20][CH:19]=1.C[O-].[Na+]. The catalyst is O.C(OCC)(=O)C. The product is [C:18]1([C:17]2[N:25]=[C:2]([C:1]([OH:6])=[O:5])[CH:4]=[CH:8][N:24]=2)[CH:23]=[CH:22][CH:21]=[CH:20][CH:19]=1. The yield is 0.230. (4) The reactants are [C:1]1(P(C2C=CC=CC=2)C2C=CC=CC=2)C=CC=CC=1.N(C(OCC)=O)=NC(OCC)=O.[C:32]([O:36][C:37]([N:39]1[CH2:44][CH2:43][C@@H:42]([C:45]2[CH:50]=[CH:49][C:48]([F:51])=[CH:47][CH:46]=2)[C@@H:41]([C:52]([OH:54])=[O:53])[CH2:40]1)=[O:38])([CH3:35])([CH3:34])[CH3:33]. The catalyst is O1CCCC1. The product is [CH3:1][O:53][C:52]([C@@H:41]1[C@H:42]([C:45]2[CH:46]=[CH:47][C:48]([F:51])=[CH:49][CH:50]=2)[CH2:43][CH2:44][N:39]([C:37]([O:36][C:32]([CH3:35])([CH3:33])[CH3:34])=[O:38])[CH2:40]1)=[O:54]. The yield is 0.940. (5) The reactants are [C:1]1([CH:7]([C:39]2[CH:44]=[CH:43][CH:42]=[CH:41][CH:40]=2)[CH2:8][CH2:9][N:10]([CH2:22][C:23](=[CH2:38])[CH2:24][N:25]2[CH2:30][CH2:29][N:28](C(OC(C)(C)C)=O)[CH2:27][CH2:26]2)[C:11]([NH:13][C:14]2[CH:19]=[CH:18][C:17]([O:20][CH3:21])=[CH:16][CH:15]=2)=[O:12])[CH:6]=[CH:5][CH:4]=[CH:3][CH:2]=1.C1(C(C2C=CC=CC=2)CCN(CC(=C)CN2CCN(C(OC(C)(C)C)=O)CC2)C(NC2C=CC=C(C(OC)=O)C=2)=O)C=CC=CC=1. No catalyst specified. The product is [C:1]1([CH:7]([C:39]2[CH:40]=[CH:41][CH:42]=[CH:43][CH:44]=2)[CH2:8][CH2:9][N:10]([CH2:22][C:23]([CH2:24][N:25]2[CH2:30][CH2:29][NH:28][CH2:27][CH2:26]2)=[CH2:38])[C:11](=[O:12])[NH:13][C:14]2[CH:15]=[CH:16][C:17]([O:20][CH3:21])=[CH:18][CH:19]=2)[CH:2]=[CH:3][CH:4]=[CH:5][CH:6]=1. The yield is 0.910. (6) The reactants are O[CH:2]=[C:3]1[C:11](=O)[C:10]2[N:9]([CH3:13])[N:8]=[C:7]([C:14]([O:16][CH2:17][CH3:18])=[O:15])[C:6]=2[CH2:5][C:4]1([CH3:20])[CH3:19].[Cl:21][C:22]1[CH:23]=[C:24]([NH:35][C:36]([NH2:38])=[NH:37])[CH:25]=[CH:26][C:27]=1[N:28]1[CH2:33][CH2:32][N:31]([CH3:34])[CH2:30][CH2:29]1. The catalyst is CN(C)C=O.[Cl-].[Na+].O. The product is [Cl:21][C:22]1[CH:23]=[C:24]([NH:35][C:36]2[N:38]=[CH:2][C:3]3[C:4]([CH3:20])([CH3:19])[CH2:5][C:6]4[C:7]([C:14]([O:16][CH2:17][CH3:18])=[O:15])=[N:8][N:9]([CH3:13])[C:10]=4[C:11]=3[N:37]=2)[CH:25]=[CH:26][C:27]=1[N:28]1[CH2:33][CH2:32][N:31]([CH3:34])[CH2:30][CH2:29]1. The yield is 0.330. (7) The reactants are Br[C:2]1[CH:7]=[CH:6][C:5]([N:8]2[C:12]([C:13]3[CH:18]=[CH:17][N:16]=[CH:15][CH:14]=3)=[N:11][CH:10]=[N:9]2)=[CH:4][CH:3]=1.[C:19]([Si:21]([CH3:24])([CH3:23])[CH3:22])#[CH:20].O. The catalyst is O1CCOCC1.Cl[Pd](Cl)([P](C1C=CC=CC=1)(C1C=CC=CC=1)C1C=CC=CC=1)[P](C1C=CC=CC=1)(C1C=CC=CC=1)C1C=CC=CC=1.[Cu]I. The product is [CH3:22][Si:21]([C:19]#[C:20][C:2]1[CH:7]=[CH:6][C:5]([N:8]2[C:12]([C:13]3[CH:18]=[CH:17][N:16]=[CH:15][CH:14]=3)=[N:11][CH:10]=[N:9]2)=[CH:4][CH:3]=1)([CH3:24])[CH3:23]. The yield is 0.850.